Dataset: NCI-60 drug combinations with 297,098 pairs across 59 cell lines. Task: Regression. Given two drug SMILES strings and cell line genomic features, predict the synergy score measuring deviation from expected non-interaction effect. Synergy scores: CSS=2.33, Synergy_ZIP=-1.28, Synergy_Bliss=1.73, Synergy_Loewe=-4.63, Synergy_HSA=0.690. Drug 2: CS(=O)(=O)CCNCC1=CC=C(O1)C2=CC3=C(C=C2)N=CN=C3NC4=CC(=C(C=C4)OCC5=CC(=CC=C5)F)Cl. Cell line: EKVX. Drug 1: C1=CC=C(C=C1)NC(=O)CCCCCCC(=O)NO.